From a dataset of Full USPTO retrosynthesis dataset with 1.9M reactions from patents (1976-2016). Predict the reactants needed to synthesize the given product. (1) Given the product [C:18]([O:17][C:15]([NH:14][CH2:13][CH2:12][NH:11][C:9](=[O:10])[NH:8][C:3]1[CH:4]=[N:5][N:6]([CH3:7])[C:2]=1[NH:1][C:35]([C:29]1[CH:34]=[CH:33][CH:32]=[CH:31][CH:30]=1)([C:42]1[CH:43]=[CH:44][CH:45]=[CH:46][CH:47]=1)[C:36]1[CH:37]=[CH:38][CH:39]=[CH:40][CH:41]=1)=[O:16])([CH3:21])([CH3:20])[CH3:19], predict the reactants needed to synthesize it. The reactants are: [NH2:1][C:2]1[N:6]([CH3:7])[N:5]=[CH:4][C:3]=1[NH:8][C:9]([NH:11][CH2:12][CH2:13][NH:14][C:15]([O:17][C:18]([CH3:21])([CH3:20])[CH3:19])=[O:16])=[O:10].C(N(CC)CC)C.[C:29]1([C:35](Cl)([C:42]2[CH:47]=[CH:46][CH:45]=[CH:44][CH:43]=2)[C:36]2[CH:41]=[CH:40][CH:39]=[CH:38][CH:37]=2)[CH:34]=[CH:33][CH:32]=[CH:31][CH:30]=1. (2) Given the product [NH2:1][C@H:2]([C:5]([OH:7])=[O:6])[CH2:3][SH:4].[CH2:3]([S:4][S:4][CH2:3][C@H:2]([NH2:1])[C:5]([OH:7])=[O:6])[C@H:2]([NH2:1])[C:5]([OH:7])=[O:6], predict the reactants needed to synthesize it. The reactants are: [NH2:1][C@H:2]([C:5]([OH:7])=[O:6])[CH2:3][SH:4].